From a dataset of Forward reaction prediction with 1.9M reactions from USPTO patents (1976-2016). Predict the product of the given reaction. (1) Given the reactants [NH2:1][C@@H:2]([C@H:17]([O:26][Si:27]([C:30]([CH3:33])([CH3:32])[CH3:31])([CH3:29])[CH3:28])[CH2:18][O:19][C:20]1[CH:25]=[CH:24][CH:23]=[CH:22][CH:21]=1)[CH2:3][CH2:4]/[CH:5]=[CH:6]/[C:7]1[CH:16]=[CH:15][C:10]([C:11]([O:13][CH3:14])=[O:12])=[CH:9][CH:8]=1.CCN(C(C)C)C(C)C.[C:43](O[C:43]([O:45][C:46]([CH3:49])([CH3:48])[CH3:47])=[O:44])([O:45][C:46]([CH3:49])([CH3:48])[CH3:47])=[O:44], predict the reaction product. The product is: [C:46]([O:45][C:43]([NH:1][C@@H:2]([C@H:17]([O:26][Si:27]([C:30]([CH3:33])([CH3:32])[CH3:31])([CH3:28])[CH3:29])[CH2:18][O:19][C:20]1[CH:21]=[CH:22][CH:23]=[CH:24][CH:25]=1)[CH2:3][CH2:4]/[CH:5]=[CH:6]/[C:7]1[CH:16]=[CH:15][C:10]([C:11]([O:13][CH3:14])=[O:12])=[CH:9][CH:8]=1)=[O:44])([CH3:49])([CH3:48])[CH3:47]. (2) Given the reactants [CH2:1]([O:8][C:9]([N:11]1[CH2:16][C@H:15]([O:17][CH2:18][C:19]2[CH:20]=[CH:21][C:22]3[O:27][CH2:26][CH2:25][N:24]([CH2:28][CH2:29][CH2:30][O:31][CH3:32])[C:23]=3[CH:33]=2)[C@@H:14]([C:34]2[CH:39]=[CH:38][C:37]([O:40][CH3:41])=[CH:36][CH:35]=2)[CH2:13][C@H:12]1[C:42](O)=[O:43])=[O:10])[C:2]1[CH:7]=[CH:6][CH:5]=[CH:4][CH:3]=1.[C:45]1([CH:51]2[CH2:55][CH2:54][NH:53][CH2:52]2)[CH:50]=[CH:49][CH:48]=[CH:47][CH:46]=1, predict the reaction product. The product is: [CH2:1]([O:8][C:9]([N:11]1[CH2:16][C@H:15]([O:17][CH2:18][C:19]2[CH:20]=[CH:21][C:22]3[O:27][CH2:26][CH2:25][N:24]([CH2:28][CH2:29][CH2:30][O:31][CH3:32])[C:23]=3[CH:33]=2)[C@@H:14]([C:34]2[CH:39]=[CH:38][C:37]([O:40][CH3:41])=[CH:36][CH:35]=2)[CH2:13][C@H:12]1[C:42]([N:53]1[CH2:54][CH2:55][CH:51]([C:45]2[CH:50]=[CH:49][CH:48]=[CH:47][CH:46]=2)[CH2:52]1)=[O:43])=[O:10])[C:2]1[CH:3]=[CH:4][CH:5]=[CH:6][CH:7]=1. (3) The product is: [Br:1][C:2]1[C:3]([CH2:10][Br:32])=[N:4][C:5]([S:8][CH3:9])=[N:6][CH:7]=1. Given the reactants [Br:1][C:2]1[C:3]([CH2:10]O)=[N:4][C:5]([S:8][CH3:9])=[N:6][CH:7]=1.C1(P(C2C=CC=CC=2)C2C=CC=CC=2)C=CC=CC=1.C(Br)(Br)(Br)[Br:32], predict the reaction product. (4) Given the reactants [Br:1][C:2]1[C:7]([CH:8]=[O:9])=[C:6]([F:10])[C:5]([O:11][CH2:12][CH3:13])=[CH:4][CH:3]=1.CC1C=CC(S(O)(=O)=[O:22])=CC=1.[C:25]1([CH3:31])C=CC=CC=1, predict the reaction product. The product is: [Br:1][C:2]1[C:7]([CH:8]2[O:22][CH2:25][CH2:31][O:9]2)=[C:6]([F:10])[C:5]([O:11][CH2:12][CH3:13])=[CH:4][CH:3]=1.